This data is from Forward reaction prediction with 1.9M reactions from USPTO patents (1976-2016). The task is: Predict the product of the given reaction. Given the reactants [CH:1]1([C@H:6]2[C:37](=[O:38])[N:36]3[CH2:39][C@@H:33]([CH2:34][C@H:35]3[C:40](=[O:56])[NH:41][C@:42]3([C:47](=[O:55])[NH:48][S:49]([CH:52]4[CH2:54][CH2:53]4)(=[O:51])=[O:50])[CH2:44][C@H:43]3[CH:45]=[CH2:46])[O:32][C:18]3=[N:19][C:20]4[CH:21]=[CH:22][CH:23]=[CH:24][C:25]=4[C:26]([O:27][CH2:28][C:29](O)=[O:30])=[C:17]3[CH2:16][CH:15]=[CH:14][CH2:13][CH2:12][C@@H:11]3[CH2:57][CH2:58][CH2:59][C@H:10]3[O:9][C:8](=[O:60])[NH:7]2)[CH2:5][CH2:4][CH2:3][CH2:2]1.[NH:61]1[CH2:65][CH2:64][CH2:63][CH2:62]1.CCN(C(C)C)C(C)C.CN(C(ON1N=NC2C=CC=NC1=2)=[N+](C)C)C.F[P-](F)(F)(F)(F)F, predict the reaction product. The product is: [CH:1]1([C@H:6]2[C:37](=[O:38])[N:36]3[CH2:39][C@@H:33]([CH2:34][C@H:35]3[C:40]([NH:41][C@:42]3([C:47](=[O:55])[NH:48][S:49]([CH:52]4[CH2:54][CH2:53]4)(=[O:50])=[O:51])[CH2:44][C@H:43]3[CH:45]=[CH2:46])=[O:56])[O:32][C:18]3=[N:19][C:20]4[CH:21]=[CH:22][CH:23]=[CH:24][C:25]=4[C:26]([O:27][CH2:28][C:29](=[O:30])[N:61]4[CH2:65][CH2:64][CH2:63][CH2:62]4)=[C:17]3[CH2:16][CH:15]=[CH:14][CH2:13][CH2:12][C@@H:11]3[CH2:57][CH2:58][CH2:59][C@H:10]3[O:9][C:8](=[O:60])[NH:7]2)[CH2:5][CH2:4][CH2:3][CH2:2]1.